From a dataset of Forward reaction prediction with 1.9M reactions from USPTO patents (1976-2016). Predict the product of the given reaction. (1) Given the reactants [Br:1][C:2]1[CH:3]=[CH:4][C:5]2[S:9][C:8]([CH3:10])=[N:7][C:6]=2[CH:11]=1.NC1C=C(OCC)C=CC=1S, predict the reaction product. The product is: [Br:1][C:2]1[CH:3]=[CH:4][C:5]([S:9][CH2:8][CH3:10])=[C:6]([CH:11]=1)[NH2:7]. (2) Given the reactants [Cl:1][C:2]1[CH:20]=[CH:19][C:5]([CH2:6][N:7]2[C:15]3[C:10](=[CH:11][C:12]([F:16])=[CH:13][CH:14]=3)[C:9](=[O:17])[C:8]2=[O:18])=[CH:4][CH:3]=1.[C:21]([C:24]1[O:25][CH:26]=[CH:27][CH:28]=1)(=[O:23])[CH3:22], predict the reaction product. The product is: [Cl:1][C:2]1[CH:20]=[CH:19][C:5]([CH2:6][N:7]2[C:15]3[C:10](=[CH:11][C:12]([F:16])=[CH:13][CH:14]=3)[C:9]([CH2:22][C:21]([C:24]3[O:25][CH:26]=[CH:27][CH:28]=3)=[O:23])([OH:17])[C:8]2=[O:18])=[CH:4][CH:3]=1. (3) Given the reactants C([O:3][C:4]([CH:6]1[C:11]2[N:12]=[C:13]([NH:15][C:16]([NH2:18])=[NH:17])[S:14][C:10]=2[CH2:9][CH2:8][CH2:7]1)=[O:5])C.[OH-].[Na+].Cl, predict the reaction product. The product is: [NH:15]([C:13]1[S:14][C:10]2[CH2:9][CH2:8][CH2:7][CH:6]([C:4]([OH:5])=[O:3])[C:11]=2[N:12]=1)[C:16]([NH2:18])=[NH:17]. (4) Given the reactants CC1(C)C(C)(C)OB([C:9]2[CH:14]=[CH:13][C:12]([CH2:15][O:16][C:17]3[CH:22]=[CH:21][CH:20]=[CH:19][C:18]=3[N:23]3[C:27](=[O:28])[N:26]([CH3:29])[N:25]=[N:24]3)=[CH:11][CH:10]=2)O1.P([O-])([O-])([O-])=O.[K+].[K+].[K+].C[C:40]1[CH:45]=[CH:44][CH:43]=[CH:42][N:41]=1.O, predict the reaction product. The product is: [N:41]1[CH:42]=[CH:43][CH:44]=[CH:45][C:40]=1[C:9]1[CH:10]=[CH:11][C:12]([CH2:15][O:16][C:17]2[CH:22]=[CH:21][CH:20]=[CH:19][C:18]=2[N:23]2[C:27](=[O:28])[N:26]([CH3:29])[N:25]=[N:24]2)=[CH:13][CH:14]=1. (5) Given the reactants [CH2:1]([NH:5][C:6]1[N:14]=[C:13]2[C:9]([N:10]=[C:11]([O:25]C)[N:12]2[CH2:15][CH2:16][CH:17]2[CH2:22][CH2:21][O:20][C:19]([CH3:24])([CH3:23])[CH2:18]2)=[C:8]([NH2:27])[N:7]=1)[CH2:2][CH2:3][CH3:4].Cl.O1CCOCC1, predict the reaction product. The product is: [NH2:27][C:8]1[N:7]=[C:6]([NH:5][CH2:1][CH2:2][CH2:3][CH3:4])[N:14]=[C:13]2[C:9]=1[NH:10][C:11](=[O:25])[N:12]2[CH2:15][CH2:16][CH:17]1[CH2:22][CH2:21][O:20][C:19]([CH3:24])([CH3:23])[CH2:18]1. (6) Given the reactants [NH2:1][C@H:2]1[CH2:7][CH2:6][C@H:5]([NH:8][C:9]2[CH:14]=[C:13]([C:15]3[C:16]([Cl:29])=[N:17][CH:18]=[C:19]([NH:21][CH2:22][CH:23]4[CH2:28][CH2:27][O:26][CH2:25][CH2:24]4)[CH:20]=3)[C:12]([Cl:30])=[CH:11][N:10]=2)[CH2:4][CH2:3]1.[F:31][C:32]([F:37])([F:36])[C@@H:33]1[O:35][CH2:34]1, predict the reaction product. The product is: [Cl:29][C:16]1[C:15]([C:13]2[C:12]([Cl:30])=[CH:11][N:10]=[C:9]([NH:8][C@H:5]3[CH2:6][CH2:7][C@H:2]([NH:1][CH2:34][C@@H:33]([OH:35])[C:32]([F:37])([F:36])[F:31])[CH2:3][CH2:4]3)[CH:14]=2)=[CH:20][C:19]([NH:21][CH2:22][CH:23]2[CH2:28][CH2:27][O:26][CH2:25][CH2:24]2)=[CH:18][N:17]=1. (7) Given the reactants [ClH:1].[C:2]1([NH:8][C:9]([C:11]2[N:12]=[C:13]3[CH:18]=[CH:17][C:16]([C:19](=[NH:23])OCC)=[CH:15][N:14]3[CH:24]=2)=[O:10])[CH:7]=[CH:6][CH:5]=[CH:4][CH:3]=1.[CH2:25](N)[CH2:26][NH2:27], predict the reaction product. The product is: [ClH:1].[NH:27]1[CH2:26][CH2:25][N:23]=[C:19]1[C:16]1[CH:17]=[CH:18][C:13]2[N:14]([CH:24]=[C:11]([C:9]([NH:8][C:2]3[CH:3]=[CH:4][CH:5]=[CH:6][CH:7]=3)=[O:10])[N:12]=2)[CH:15]=1.